This data is from Full USPTO retrosynthesis dataset with 1.9M reactions from patents (1976-2016). The task is: Predict the reactants needed to synthesize the given product. (1) Given the product [ClH:12].[N:23]12[CH2:30][CH2:29][CH:26]([CH2:27][CH2:28]1)[C@@H:25]([NH:31][C:10]([N:1]1[C:5]3[CH:6]=[CH:7][CH:8]=[CH:9][C:4]=3[N:3]=[N:2]1)=[O:11])[CH2:24]2, predict the reactants needed to synthesize it. The reactants are: [NH:1]1[C:5]2[CH:6]=[CH:7][CH:8]=[CH:9][C:4]=2[N:3]=[N:2]1.[C:10](Cl)([Cl:12])=[O:11].C(N(CC)CC)C.Cl.Cl.[N:23]12[CH2:30][CH2:29][CH:26]([CH2:27][CH2:28]1)[C@@H:25]([NH2:31])[CH2:24]2.Cl. (2) Given the product [Li+:24].[CH2:10]([O:9][C:7]([NH:6][CH:5]([P:17]([O:21][CH3:22])([O:19][CH3:20])=[O:18])[C:3]([O-:4])=[O:2])=[O:8])[C:11]1[CH:12]=[CH:13][CH:14]=[CH:15][CH:16]=1, predict the reactants needed to synthesize it. The reactants are: C[O:2][C:3]([CH:5]([P:17]([O:21][CH3:22])([O:19][CH3:20])=[O:18])[NH:6][C:7]([O:9][CH2:10][C:11]1[CH:16]=[CH:15][CH:14]=[CH:13][CH:12]=1)=[O:8])=[O:4].O[Li:24].O. (3) Given the product [CH:14]1[CH2:13][CH:15]=[CH:10][CH:9]=1.[CH:20]1[CH2:19][CH:18]=[CH:17][CH:16]=1.[CH:1]1[C:4]2[CH:5]=[CH:6][C:7]([CH:9]3[CH2:14][CH:13]4[CH2:15][CH:10]3[CH:11]=[CH:12]4)=[CH:8][C:3]=2[CH:2]=1, predict the reactants needed to synthesize it. The reactants are: [CH:1]1[C:4]2[CH:5]=[CH:6][C:7]([CH:9]3[CH2:14][CH:13]4[CH2:15][CH:10]3[CH:11]=[CH:12]4)=[CH:8][C:3]=2[CH:2]=1.[CH2:16]1[CH:20]2[CH:19]3[CH:18]=[CH:17][CH:16]([CH:19]2[CH:18]=[CH:17]1)[CH2:20]3.C=CCCCC.C(OCC)=C.